This data is from Full USPTO retrosynthesis dataset with 1.9M reactions from patents (1976-2016). The task is: Predict the reactants needed to synthesize the given product. (1) Given the product [CH2:1]([O:3][C:4]([CH:6]1[CH2:11][CH2:10][N:9]([C:13]2[CH:18]=[CH:17][C:16]([F:19])=[CH:15][N:14]=2)[CH2:8][CH2:7]1)=[O:5])[CH3:2], predict the reactants needed to synthesize it. The reactants are: [CH2:1]([O:3][C:4]([CH:6]1[CH2:11][CH2:10][NH:9][CH2:8][CH2:7]1)=[O:5])[CH3:2].Cl[C:13]1[CH:18]=[CH:17][C:16]([F:19])=[CH:15][N:14]=1.C1(C)C=CC=CC=1.CC([O-])(C)C.[Na+]. (2) Given the product [Br:1][C:2]1[N:3]=[C:4]2[C:11]([CH:12]=[O:13])=[CH:10][NH:9][C:5]2=[N:6][C:7]=1[Cl:8], predict the reactants needed to synthesize it. The reactants are: [Br:1][C:2]1[N:3]=[C:4]2[C:11]([CH2:12][OH:13])=[CH:10][N:9](CO)[C:5]2=[N:6][C:7]=1[Cl:8]. (3) Given the product [Cl:1][C:2]1[C:7]([C:13]2[CH:18]=[CH:17][C:16]([F:19])=[CH:15][C:14]=2[F:20])=[CH:6][N:5]=[C:4]([S:9][CH3:10])[N:3]=1, predict the reactants needed to synthesize it. The reactants are: [Cl:1][C:2]1[C:7](I)=[CH:6][N:5]=[C:4]([S:9][CH3:10])[N:3]=1.OB(O)[C:13]1[CH:18]=[CH:17][C:16]([F:19])=[CH:15][C:14]=1[F:20]. (4) Given the product [CH3:1][S:2]([C:5]1[CH:6]=[C:7]([C:11]2[S:15][C:14]([CH2:16][N:17]([CH2:32][CH2:33][N:34]3[CH2:38][CH2:37][CH2:36][CH2:35]3)[S:18]([C:21]3[CH:26]=[CH:25][CH:24]=[CH:23][C:22]=3[C:27]([F:30])([F:28])[F:29])(=[O:20])=[O:19])=[CH:13][CH:12]=2)[CH:8]=[CH:9][CH:10]=1)(=[O:3])=[O:4], predict the reactants needed to synthesize it. The reactants are: [CH3:1][S:2]([C:5]1[CH:6]=[C:7]([C:11]2[S:15][C:14]([CH2:16][NH:17][S:18]([C:21]3[CH:26]=[CH:25][CH:24]=[CH:23][C:22]=3[C:27]([F:30])([F:29])[F:28])(=[O:20])=[O:19])=[CH:13][CH:12]=2)[CH:8]=[CH:9][CH:10]=1)(=[O:4])=[O:3].Cl[CH2:32][CH2:33][N:34]1[CH2:38][CH2:37][CH2:36][CH2:35]1.C(=O)([O-])[O-].[Cs+].[Cs+]. (5) Given the product [CH3:16][O:17][C:18]1[CH:19]=[C:20]([C:24]2([C:25]#[N:26])[CH2:4][CH2:5][CH:6]([C:10]3[CH:15]=[CH:14][CH:13]=[CH:12][CH:11]=3)[CH2:7][CH2:8]2)[CH:21]=[CH:22][CH:23]=1, predict the reactants needed to synthesize it. The reactants are: [H-].[Na+].Cl[CH2:4][CH2:5][CH:6]([C:10]1[CH:15]=[CH:14][CH:13]=[CH:12][CH:11]=1)[CH2:7][CH2:8]Cl.[CH3:16][O:17][C:18]1[CH:19]=[C:20]([CH2:24][C:25]#[N:26])[CH:21]=[CH:22][CH:23]=1.[Cl-].[NH4+]. (6) Given the product [ClH:1].[Cl:1][C:2]1[C:7]([C:8]2[N:12]([S:13]([C:16]3[CH:21]=[CH:20][CH:19]=[C:18]([F:22])[CH:17]=3)(=[O:15])=[O:14])[CH:11]=[C:10]([CH2:23][NH:24][CH3:25])[C:9]=2[F:33])=[CH:6][CH:5]=[CH:4][N:3]=1, predict the reactants needed to synthesize it. The reactants are: [Cl:1][C:2]1[C:7]([C:8]2[N:12]([S:13]([C:16]3[CH:21]=[CH:20][CH:19]=[C:18]([F:22])[CH:17]=3)(=[O:15])=[O:14])[CH:11]=[C:10]([CH2:23][N:24](C)[C:25](=O)OC(C)(C)C)[C:9]=2[F:33])=[CH:6][CH:5]=[CH:4][N:3]=1.C(OCC)(=O)C.Cl. (7) Given the product [NH2:1][C:4]1[CH:5]=[C:6]([N:10]2[CH2:15][CH2:14][N:13]([C:16]([O:18][C:19]([CH3:22])([CH3:21])[CH3:20])=[O:17])[CH2:12][CH2:11]2)[CH:7]=[CH:8][CH:9]=1, predict the reactants needed to synthesize it. The reactants are: [N+:1]([C:4]1[CH:5]=[C:6]([N:10]2[CH2:15][CH2:14][N:13]([C:16]([O:18][C:19]([CH3:22])([CH3:21])[CH3:20])=[O:17])[CH2:12][CH2:11]2)[CH:7]=[CH:8][CH:9]=1)([O-])=O.C1COCC1.CCO.O.O.Cl[Sn]Cl.